Dataset: Buchwald-Hartwig C-N cross coupling reaction yields with 55,370 reactions. Task: Predict the reaction yield, written as a fraction of the theoretical maximum amount of product (1.0 means a 100% yield; for example, 0.34 means a 34% yield). (1) The reactants are Brc1ccccn1.Cc1ccc(N)cc1.O=S(=O)(O[Pd]1c2ccccc2-c2ccccc2N~1)C(F)(F)F.COc1ccc(OC)c(P([C@]23C[C@H]4C[C@H](C[C@H](C4)C2)C3)[C@]23C[C@H]4C[C@H](C[C@H](C4)C2)C3)c1-c1c(C(C)C)cc(C(C)C)cc1C(C)C.CCN=P(N=P(N(C)C)(N(C)C)N(C)C)(N(C)C)N(C)C.c1ccc(CN(Cc2ccccc2)c2ccon2)cc1. No catalyst specified. The product is Cc1ccc(Nc2ccccn2)cc1. The yield is 0.760. (2) The reactants are COc1ccc(Cl)cc1.Cc1ccc(N)cc1.O=S(=O)(O[Pd]1c2ccccc2-c2ccccc2N~1)C(F)(F)F.CC(C)c1cc(C(C)C)c(-c2ccccc2P(C(C)(C)C)C(C)(C)C)c(C(C)C)c1.CCN=P(N=P(N(C)C)(N(C)C)N(C)C)(N(C)C)N(C)C.CCOC(=O)c1cc(OC)no1. No catalyst specified. The product is COc1ccc(Nc2ccc(C)cc2)cc1. The yield is 0.0312. (3) The reactants are Ic1ccccn1.Cc1ccc(N)cc1.O=S(=O)(O[Pd]1c2ccccc2-c2ccccc2N~1)C(F)(F)F.COc1ccc(OC)c(P(C(C)(C)C)C(C)(C)C)c1-c1c(C(C)C)cc(C(C)C)cc1C(C)C.CCN=P(N=P(N(C)C)(N(C)C)N(C)C)(N(C)C)N(C)C.Cc1ccon1. No catalyst specified. The product is Cc1ccc(Nc2ccccn2)cc1. The yield is 0.929. (4) The reactants are CCc1ccc(I)cc1.Cc1ccc(N)cc1.O=S(=O)(O[Pd]1c2ccccc2-c2ccccc2N~1)C(F)(F)F.COc1ccc(OC)c(P(C(C)(C)C)C(C)(C)C)c1-c1c(C(C)C)cc(C(C)C)cc1C(C)C.CN(C)C(=NC(C)(C)C)N(C)C.c1ccc(-c2ccon2)cc1. No catalyst specified. The product is CCc1ccc(Nc2ccc(C)cc2)cc1. The yield is 0.792. (5) The reactants are COc1ccc(Cl)cc1.Cc1ccc(N)cc1.O=S(=O)(O[Pd]1c2ccccc2-c2ccccc2N~1)C(F)(F)F.COc1ccc(OC)c(P([C@]23C[C@H]4C[C@H](C[C@H](C4)C2)C3)[C@]23C[C@H]4C[C@H](C[C@H](C4)C2)C3)c1-c1c(C(C)C)cc(C(C)C)cc1C(C)C.CCN=P(N=P(N(C)C)(N(C)C)N(C)C)(N(C)C)N(C)C.COC(=O)c1cc(-c2cccs2)on1. No catalyst specified. The product is COc1ccc(Nc2ccc(C)cc2)cc1. The yield is 0. (6) The reactants are Clc1cccnc1.Cc1ccc(N)cc1.O=S(=O)(O[Pd]1c2ccccc2-c2ccccc2N~1)C(F)(F)F.CC(C)c1cc(C(C)C)c(-c2ccccc2P(C2CCCCC2)C2CCCCC2)c(C(C)C)c1.CN(C)C(=NC(C)(C)C)N(C)C.c1ccc2oncc2c1. No catalyst specified. The product is Cc1ccc(Nc2cccnc2)cc1. The yield is 0.0324. (7) No catalyst specified. The yield is 0.655. The product is CCc1ccc(Nc2ccc(C)cc2)cc1. The reactants are CCc1ccc(I)cc1.Cc1ccc(N)cc1.O=S(=O)(O[Pd]1c2ccccc2-c2ccccc2N~1)C(F)(F)F.COc1ccc(OC)c(P(C(C)(C)C)C(C)(C)C)c1-c1c(C(C)C)cc(C(C)C)cc1C(C)C.CN(C)C(=NC(C)(C)C)N(C)C.Cc1cc(-n2cccc2)no1. (8) The reactants are Clc1ccccn1.Cc1ccc(N)cc1.O=S(=O)(O[Pd]1c2ccccc2-c2ccccc2N~1)C(F)(F)F.CC(C)c1cc(C(C)C)c(-c2ccccc2P(C2CCCCC2)C2CCCCC2)c(C(C)C)c1.CCN=P(N=P(N(C)C)(N(C)C)N(C)C)(N(C)C)N(C)C.COC(=O)c1cc(-c2ccco2)on1. No catalyst specified. The product is Cc1ccc(Nc2ccccn2)cc1. The yield is 0.240. (9) The reactants are FC(F)(F)c1ccc(Cl)cc1.Cc1ccc(N)cc1.O=S(=O)(O[Pd]1c2ccccc2-c2ccccc2N~1)C(F)(F)F.CC(C)c1cc(C(C)C)c(-c2ccccc2P(C2CCCCC2)C2CCCCC2)c(C(C)C)c1.CN(C)C(=NC(C)(C)C)N(C)C.Cc1ccno1. No catalyst specified. The product is Cc1ccc(Nc2ccc(C(F)(F)F)cc2)cc1. The yield is 0.151. (10) The reactants are COc1ccc(Br)cc1.Cc1ccc(N)cc1.O=S(=O)(O[Pd]1c2ccccc2-c2ccccc2N~1)C(F)(F)F.COc1ccc(OC)c(P([C@]23C[C@H]4C[C@H](C[C@H](C4)C2)C3)[C@]23C[C@H]4C[C@H](C[C@H](C4)C2)C3)c1-c1c(C(C)C)cc(C(C)C)cc1C(C)C.CCN=P(N=P(N(C)C)(N(C)C)N(C)C)(N(C)C)N(C)C.Cc1cc(C)on1. No catalyst specified. The product is COc1ccc(Nc2ccc(C)cc2)cc1. The yield is 0.460.